Dataset: Full USPTO retrosynthesis dataset with 1.9M reactions from patents (1976-2016). Task: Predict the reactants needed to synthesize the given product. (1) Given the product [CH3:1][CH:2]1[CH2:7][CH:6]([CH3:8])[CH2:5][N:4]([C:10]2[N:15]=[C:14]([CH3:16])[C:13]([CH:17]([CH2:22][CH2:23][CH3:24])[C:18]([O:20][CH3:21])=[O:19])=[C:12]([C:25]3[CH:30]=[CH:29][C:28]([CH3:31])=[CH:27][CH:26]=3)[N:11]=2)[CH2:3]1, predict the reactants needed to synthesize it. The reactants are: [CH3:1][CH:2]1[CH2:7][CH:6]([CH3:8])[CH2:5][NH:4][CH2:3]1.Cl[C:10]1[N:15]=[C:14]([CH3:16])[C:13]([CH:17]([CH2:22][CH2:23][CH3:24])[C:18]([O:20][CH3:21])=[O:19])=[C:12]([C:25]2[CH:30]=[CH:29][C:28]([CH3:31])=[CH:27][CH:26]=2)[N:11]=1. (2) Given the product [Cl:16][C:17]1[CH:22]=[CH:21][C:20]([NH:23][C:24](=[O:31])[CH2:25][O:26][CH2:27][C:28]([NH:11][C:10]2[CH:12]=[CH:13][CH:14]=[C:8]([C:7]3[C:3]([CH3:2])=[N:4][O:5][C:6]=3[CH3:15])[CH:9]=2)=[O:29])=[C:19]([CH:18]=1)[C:32]([OH:34])=[O:33], predict the reactants needed to synthesize it. The reactants are: Cl.[CH3:2][C:3]1[C:7]([C:8]2[CH:9]=[C:10]([CH:12]=[CH:13][CH:14]=2)[NH2:11])=[C:6]([CH3:15])[O:5][N:4]=1.[Cl:16][C:17]1[CH:22]=[CH:21][C:20]([NH:23][C:24](=[O:31])[CH2:25][O:26][CH2:27][C:28](O)=[O:29])=[C:19]([C:32]([O:34]C)=[O:33])[CH:18]=1. (3) Given the product [NH2:18][C:6]1[C:7]([Cl:17])=[C:8]([CH2:15][N:20]2[CH2:25][CH2:24][CH2:23][C@@H:22]([NH:26][C:27]([O:28][C:29]([CH3:32])([CH3:31])[CH3:30])=[O:33])[CH2:21]2)[C:9]([C:11]([F:14])([F:13])[F:12])=[CH:10][C:5]=1[C:4]([O:3][CH2:1][CH3:2])=[O:19], predict the reactants needed to synthesize it. The reactants are: [CH2:1]([O:3][C:4](=[O:19])[C:5]1[CH:10]=[C:9]([C:11]([F:14])([F:13])[F:12])[C:8]([CH:15]=O)=[C:7]([Cl:17])[C:6]=1[NH2:18])[CH3:2].[NH:20]1[CH2:25][CH2:24][CH2:23][C@@H:22]([NH:26][C:27](=[O:33])[O:28][C:29]([CH3:32])([CH3:31])[CH3:30])[CH2:21]1. (4) Given the product [Br:13][C:14]1[S:18][C:17]([S:19]([NH:1][C:2]2[CH:11]=[CH:10][C:5]([C:6]([O:8][CH3:9])=[O:7])=[C:4]([OH:12])[CH:3]=2)(=[O:21])=[O:20])=[CH:16][CH:15]=1, predict the reactants needed to synthesize it. The reactants are: [NH2:1][C:2]1[CH:3]=[C:4]([OH:12])[C:5](=[CH:10][CH:11]=1)[C:6]([O:8][CH3:9])=[O:7].[Br:13][C:14]1[S:18][C:17]([S:19](Cl)(=[O:21])=[O:20])=[CH:16][CH:15]=1. (5) The reactants are: CO[C:3]([C:5]1[C:6](=[O:24])[O:7][C:8]2[C:13]([C:14]=1[OH:15])=[C:12]([O:16][CH2:17][C:18]1[CH:23]=[CH:22][CH:21]=[CH:20][CH:19]=1)[CH:11]=[CH:10][CH:9]=2)=[O:4].[NH2:25][CH2:26][C:27]([O-:29])=[O:28].[Na+]. Given the product [CH2:17]([O:16][C:12]1[CH:11]=[CH:10][CH:9]=[C:8]2[C:13]=1[C:14]([OH:15])=[C:5]([C:3]([NH:25][CH2:26][C:27]([OH:29])=[O:28])=[O:4])[C:6](=[O:24])[O:7]2)[C:18]1[CH:19]=[CH:20][CH:21]=[CH:22][CH:23]=1, predict the reactants needed to synthesize it.